Predict the product of the given reaction. From a dataset of Forward reaction prediction with 1.9M reactions from USPTO patents (1976-2016). (1) Given the reactants [F:1][C:2]1[N:7]=[C:6]([N:8]2[CH2:13][CH2:12][NH:11][CH2:10][CH2:9]2)[CH:5]=[CH:4][CH:3]=1.Cl[CH:15]([C:17]1[CH:22]=[CH:21][C:20]([C:23]([NH:26][C:27](=[O:29])[CH3:28])([CH3:25])[CH3:24])=[CH:19][CH:18]=1)[CH3:16], predict the reaction product. The product is: [F:1][C:2]1[N:7]=[C:6]([N:8]2[CH2:13][CH2:12][N:11]([CH:15]([C:17]3[CH:22]=[CH:21][C:20]([C:23]([NH:26][C:27](=[O:29])[CH3:28])([CH3:25])[CH3:24])=[CH:19][CH:18]=3)[CH3:16])[CH2:10][CH2:9]2)[CH:5]=[CH:4][CH:3]=1. (2) Given the reactants [CH2:1]([N:6]([CH2:8][C:9]1[CH:10]=[C:11]([CH:16]=[C:17]([CH3:19])[CH:18]=1)[C:12]([O:14]C)=O)[CH3:7])[CH2:2][CH:3]([CH3:5])[CH3:4].O.[OH-].[Li+].C(N(C(C)C)CC)(C)C.CN(C(ON1N=NC2C=CC=NC1=2)=[N+](C)C)C.F[P-](F)(F)(F)(F)F.[ClH:56].Cl.[NH2:58][C@@:59](C)([CH2:75][C:76]1[CH:81]=[C:80]([F:82])[CH:79]=[C:78]([F:83])[CH:77]=1)[C@H:60]([OH:74])[CH2:61][NH:62][C:63]1([C:66]2[CH:71]=[CH:70][CH:69]=[C:68]([C:72]#[CH:73])[CH:67]=2)[CH2:65][CH2:64]1, predict the reaction product. The product is: [ClH:56].[ClH:56].[F:82][C:80]1[CH:81]=[C:76]([CH:77]=[C:78]([F:83])[CH:79]=1)[CH2:75][C@H:59]([NH:58][C:12](=[O:14])[C:11]1[CH:16]=[C:17]([CH3:19])[CH:18]=[C:9]([CH2:8][N:6]([CH2:1][CH2:2][CH:3]([CH3:4])[CH3:5])[CH3:7])[CH:10]=1)[C@H:60]([OH:74])[CH2:61][NH:62][C:63]1([C:66]2[CH:71]=[CH:70][CH:69]=[C:68]([C:72]#[CH:73])[CH:67]=2)[CH2:65][CH2:64]1. (3) Given the reactants BrC1C=CC(O)=CC=1C=O.F[C:12]1[CH:19]=[CH:18][C:17]([F:20])=[CH:16][C:13]=1[C:14]#[N:15].C(=O)([O-])[O-].[K+].[K+].N#N.BrC1C=CC(OC2C=CC(F)=CC=2C#N)=CC=1C=O, predict the reaction product. The product is: [F:20][C:17]1[CH:18]=[CH:19][CH:12]=[C:13]([CH:16]=1)[C:14]#[N:15]. (4) Given the reactants C(OC([N:8]1[C:16]2[CH:15]=[CH:14][N:13]=[CH:12][C:11]=2[CH:10]=[C:9]1[CH2:17][N:18]1[CH2:23][CH2:22][N:21]([CH2:24][C:25]#C)[CH2:20][C:19]1=[O:27])=O)(C)(C)C.C(OC(=O)[NH:34][C:35]1[CH:40]=[CH:39][N:38]=[CH:37][C:36]=1I)(C)(C)C.[CH3:43]CN(CC)CC, predict the reaction product. The product is: [NH:8]1[C:16]2[CH:15]=[CH:14][N:13]=[CH:12][C:11]=2[CH:10]=[C:9]1[CH2:17][N:18]1[CH2:23][CH2:22][N:21]([CH2:24][C:25]2[NH:34][C:35]3[CH:40]=[CH:39][N:38]=[CH:37][C:36]=3[CH:43]=2)[CH2:20][C:19]1=[O:27].